From a dataset of Full USPTO retrosynthesis dataset with 1.9M reactions from patents (1976-2016). Predict the reactants needed to synthesize the given product. (1) The reactants are: C(=O)([O-])[O-].[Cs+].[Cs+].Br[CH2:8][C:9]1[CH:14]=[CH:13][CH:12]=[CH:11][C:10]=1[Cl:15].[N:16]1([C:22]2[N:23]=[C:24]3[NH:32][C@H:31]([C:33]([F:36])([F:35])[F:34])[CH2:30][CH2:29][N:25]3[C:26](=[O:28])[CH:27]=2)[CH2:21][CH2:20][O:19][CH2:18][CH2:17]1.O. Given the product [Cl:15][C:10]1[CH:11]=[CH:12][CH:13]=[CH:14][C:9]=1[CH2:8][N:32]1[C:24]2=[N:23][C:22]([N:16]3[CH2:21][CH2:20][O:19][CH2:18][CH2:17]3)=[CH:27][C:26](=[O:28])[N:25]2[CH2:29][CH2:30][C@H:31]1[C:33]([F:34])([F:35])[F:36], predict the reactants needed to synthesize it. (2) The reactants are: [O:1]1[C:6](=[O:7])[CH:5]=[CH:4][NH:3][C:2]1=[O:8].[C:9](=O)([O-])[O-].[K+].[K+].CI. Given the product [CH3:9][N:3]1[CH:4]=[CH:5][C:6](=[O:7])[O:1][C:2]1=[O:8], predict the reactants needed to synthesize it. (3) Given the product [Br:1][C:2]1[CH:7]=[CH:6][C:5]([C@H:8]([NH:12][C@@H:13]([CH2:23][CH:24]([CH3:26])[CH3:25])[CH2:14][OH:15])[CH:9]([F:11])[F:10])=[CH:4][CH:3]=1, predict the reactants needed to synthesize it. The reactants are: [Br:1][C:2]1[CH:7]=[CH:6][C:5]([C@H:8]([NH:12][C@@H:13]([CH2:23][CH:24]([CH3:26])[CH3:25])[CH2:14][O:15][Si](C(C)(C)C)(C)C)[CH:9]([F:11])[F:10])=[CH:4][CH:3]=1.C1C=CN=CC=1.F.C(=O)(O)[O-].[Na+].C(OCC)(=O)C. (4) The reactants are: [Br:1][C:2]1[CH:7]=[CH:6][C:5]([C:8]2[NH:13][C:12](=O)[N:11]3[CH:15]=[CH:16][N:17]=[C:10]3[CH:9]=2)=[CH:4][CH:3]=1.P(Cl)(Cl)([Cl:20])=O.C(N(CC)C1C=CC=CC=1)C. Given the product [Br:1][C:2]1[CH:7]=[CH:6][C:5]([C:8]2[N:13]=[C:12]([Cl:20])[N:11]3[CH:15]=[CH:16][N:17]=[C:10]3[CH:9]=2)=[CH:4][CH:3]=1, predict the reactants needed to synthesize it. (5) Given the product [CH3:1][O:2][CH2:3][CH2:4][O:5][C:6]1[CH:11]=[CH:10][C:9]([C:12]2[C:13]([C:18]([OH:22])=[O:19])=[CH:14][CH:15]=[CH:16][CH:17]=2)=[CH:8][CH:7]=1, predict the reactants needed to synthesize it. The reactants are: [CH3:1][O:2][CH2:3][CH2:4][O:5][C:6]1[CH:11]=[CH:10][C:9]([C:12]2[C:13]([CH:18]=[O:19])=[CH:14][CH:15]=[CH:16][CH:17]=2)=[CH:8][CH:7]=1.CC(C)=[O:22].OS(O)(=O)=O.O=[Cr](=O)=O.S(=O)(=O)(O)O. (6) Given the product [F:1][C:2]1[CH:3]=[CH:4][C:5]([O:23][CH3:24])=[C:6]([C:8]([CH3:21])([CH3:22])[CH2:9][C:10]([O:17][CH2:18][O:19][CH3:20])([C:13]([F:16])([F:15])[F:14])[CH:11]=[O:12])[CH:7]=1, predict the reactants needed to synthesize it. The reactants are: [F:1][C:2]1[CH:3]=[CH:4][C:5]([O:23][CH3:24])=[C:6]([C:8]([CH3:22])([CH3:21])[CH2:9][C:10]([O:17][CH2:18][O:19][CH3:20])([C:13]([F:16])([F:15])[F:14])[CH2:11][OH:12])[CH:7]=1.[Cr](Cl)([O-])(=O)=O.[NH+]1C=CC=CC=1. (7) Given the product [CH3:1][O:2][C:3]1[CH:4]=[CH:5][C:6]([CH2:7][NH:8][C:9]([C:11]2[CH:12]=[C:13]3[C:18](=[CH:19][CH:20]=2)[N:17]([CH3:21])[C:16](=[O:22])[N:15]([CH2:23][C:24]2[CH:25]=[CH:26][C:27]([NH2:30])=[CH:28][CH:29]=2)[C:14]3=[O:33])=[O:10])=[CH:34][CH:35]=1, predict the reactants needed to synthesize it. The reactants are: [CH3:1][O:2][C:3]1[CH:35]=[CH:34][C:6]([CH2:7][NH:8][C:9]([C:11]2[CH:12]=[C:13]3[C:18](=[CH:19][CH:20]=2)[N:17]([CH3:21])[C:16](=[O:22])[N:15]([CH2:23][C:24]2[CH:29]=[CH:28][C:27]([N+:30]([O-])=O)=[CH:26][CH:25]=2)[C:14]3=[O:33])=[O:10])=[CH:5][CH:4]=1.